This data is from Reaction yield outcomes from USPTO patents with 853,638 reactions. The task is: Predict the reaction yield, written as a fraction of the theoretical maximum amount of product (1.0 means a 100% yield; for example, 0.34 means a 34% yield). (1) The reactants are [O:1]1[C:5]2[CH:6]=[CH:7][CH:8]=[CH:9][C:4]=2[CH:3]=[C:2]1[C:10]1[C:18]2[C:13](=[CH:14][CH:15]=[C:16]([C:19](O)=[O:20])[CH:17]=2)[N:12](C2CCCCO2)[N:11]=1.F[P-](F)(F)(F)(F)F.N1(OC(N(C)C)=[N+](C)C)C2C=CC=CC=2N=N1.[CH3:52][N:53]([CH3:58])[CH2:54][CH2:55][CH2:56][NH2:57]. No catalyst specified. The product is [O:1]1[C:5]2[CH:6]=[CH:7][CH:8]=[CH:9][C:4]=2[CH:3]=[C:2]1[C:10]1[C:18]2[C:13](=[CH:14][CH:15]=[C:16]([C:19]([NH:57][CH2:56][CH2:55][CH2:54][N:53]([CH3:58])[CH3:52])=[O:20])[CH:17]=2)[NH:12][N:11]=1. The yield is 0.340. (2) The reactants are [N+:1]([C:4]1[N:9]=[CH:8][C:7]([CH:10](C(OCC)=O)[C:11]([O:13][C:14](C)(C)[CH3:15])=[O:12])=[CH:6][CH:5]=1)([O-:3])=[O:2].C(O)(C(F)(F)F)=O. The catalyst is C(Cl)Cl. The product is [N+:1]([C:4]1[N:9]=[CH:8][C:7]([CH2:10][C:11]([O:13][CH2:14][CH3:15])=[O:12])=[CH:6][CH:5]=1)([O-:3])=[O:2]. The yield is 0.200. (3) The reactants are [O:1]1[CH2:6][CH2:5][CH:4]([C:7]([O:9][CH2:10][C:11]2[CH:16]=[CH:15][CH:14]=[CH:13][CH:12]=2)=[O:8])[CH2:3][CH2:2]1.C[Si]([N-][Si](C)(C)C)(C)C.[Li+].[F:27]N(S(C1C=CC=CC=1)(=O)=O)S(C1C=CC=CC=1)(=O)=O.[Cl-].[NH4+]. The catalyst is C1COCC1.O. The product is [F:27][C:4]1([C:7]([O:9][CH2:10][C:11]2[CH:12]=[CH:13][CH:14]=[CH:15][CH:16]=2)=[O:8])[CH2:3][CH2:2][O:1][CH2:6][CH2:5]1. The yield is 0.440.